This data is from Peptide-MHC class II binding affinity with 134,281 pairs from IEDB. The task is: Regression. Given a peptide amino acid sequence and an MHC pseudo amino acid sequence, predict their binding affinity value. This is MHC class II binding data. (1) The peptide sequence is SLFIGLKGDIRESTV. The MHC is DRB1_0701 with pseudo-sequence DRB1_0701. The binding affinity (normalized) is 0.454. (2) The peptide sequence is MIIPKSLAGPISQHN. The MHC is DRB1_0401 with pseudo-sequence DRB1_0401. The binding affinity (normalized) is 0.156. (3) The peptide sequence is VGNVAWMHVLAAKYI. The MHC is DRB1_0301 with pseudo-sequence DRB1_0301. The binding affinity (normalized) is 0.218. (4) The peptide sequence is LSEMKEAFHGLDVKF. The MHC is DRB1_0901 with pseudo-sequence DRB1_0901. The binding affinity (normalized) is 0.638. (5) The peptide sequence is PELQNFLNFLEANGL. The MHC is DRB1_0401 with pseudo-sequence DRB1_0401. The binding affinity (normalized) is 0.423. (6) The peptide sequence is YDTYKCIPSLEAAVK. The MHC is DRB1_0101 with pseudo-sequence DRB1_0101. The binding affinity (normalized) is 0.664. (7) The peptide sequence is SHRQMVTTTNPLIRHENRMV. The MHC is DRB1_0401 with pseudo-sequence DRB1_0401. The binding affinity (normalized) is 0.261. (8) The peptide sequence is KLPWKNESSIKVIKQ. The MHC is HLA-DQA10301-DQB10302 with pseudo-sequence HLA-DQA10301-DQB10302. The binding affinity (normalized) is 0.0783. (9) The binding affinity (normalized) is 0. The peptide sequence is TCDDPRFQDSSSSKAPPPSLPSPSRLPGPSDTPILPQ. The MHC is DRB1_1101 with pseudo-sequence DRB1_1101.